From a dataset of Forward reaction prediction with 1.9M reactions from USPTO patents (1976-2016). Predict the product of the given reaction. (1) Given the reactants [Br:1][C:2]1[CH:3]=[C:4]2[C:12](=[C:13]([C:15](=[O:17])[NH2:16])[CH:14]=1)[NH:11][C:10]1[CH:9]=[C:8]([C:18]([O:20]CC)=[O:19])[CH:7]=[CH:6][C:5]2=1.C1COCC1.[OH-].[Na+], predict the reaction product. The product is: [Br:1][C:2]1[CH:3]=[C:4]2[C:12](=[C:13]([C:15](=[O:17])[NH2:16])[CH:14]=1)[NH:11][C:10]1[CH:9]=[C:8]([C:18]([OH:20])=[O:19])[CH:7]=[CH:6][C:5]2=1. (2) The product is: [C:3]1([C:22]2[CH:23]=[CH:24][CH:25]=[CH:26][CH:27]=2)[CH:8]=[CH:7][C:6]([C:9]([NH:11][C:12]2[CH:21]=[CH:20][C:15]([C:16]([OH:18])=[O:17])=[CH:14][CH:13]=2)=[O:10])=[CH:5][CH:4]=1. Given the reactants [OH-].[Na+].[C:3]1([C:22]2[CH:27]=[CH:26][CH:25]=[CH:24][CH:23]=2)[CH:8]=[CH:7][C:6]([C:9]([NH:11][C:12]2[CH:21]=[CH:20][C:15]([C:16]([O:18]C)=[O:17])=[CH:14][CH:13]=2)=[O:10])=[CH:5][CH:4]=1.Cl.C(OCC)(=O)C, predict the reaction product. (3) Given the reactants C(O[C:4]1[CH2:5][N:6]([C:10]([O:12][C:13]([CH3:16])([CH3:15])[CH3:14])=[O:11])[CH2:7][CH2:8][N:9]=1)C.[N:17]1[CH:22]=[CH:21][N:20]=[CH:19][C:18]=1[C:23]([NH:25][NH2:26])=O, predict the reaction product. The product is: [N:17]1[CH:22]=[CH:21][N:20]=[CH:19][C:18]=1[C:23]1[N:9]2[CH2:8][CH2:7][N:6]([C:10]([O:12][C:13]([CH3:14])([CH3:15])[CH3:16])=[O:11])[CH2:5][C:4]2=[N:26][N:25]=1. (4) Given the reactants Br[C:2]1[CH:15]=[CH:14][C:5]([CH2:6][O:7][C:8]2[CH:13]=[CH:12][CH:11]=[CH:10][N:9]=2)=[CH:4][CH:3]=1.C([Li])CCC.CN(C)[CH:23]=[O:24].O, predict the reaction product. The product is: [N:9]1[CH:10]=[CH:11][CH:12]=[CH:13][C:8]=1[O:7][CH2:6][C:5]1[CH:14]=[CH:15][C:2]([CH:23]=[O:24])=[CH:3][CH:4]=1.